Dataset: Catalyst prediction with 721,799 reactions and 888 catalyst types from USPTO. Task: Predict which catalyst facilitates the given reaction. Reactant: C[O:2][C:3]([C:5]1[C:9]([C:10]([F:13])([F:12])[F:11])=[N:8][N:7]([CH3:14])[N:6]=1)=[O:4].[OH-].[K+]. Product: [CH3:14][N:7]1[N:6]=[C:5]([C:3]([OH:4])=[O:2])[C:9]([C:10]([F:13])([F:11])[F:12])=[N:8]1. The catalyst class is: 1.